Dataset: Catalyst prediction with 721,799 reactions and 888 catalyst types from USPTO. Task: Predict which catalyst facilitates the given reaction. (1) Reactant: [F:1][C:2]([F:19])([F:18])[C:3]([C:5]1[CH:10]=[CH:9][CH:8]=[C:7]([CH:11]2[CH2:16][CH2:15][NH:14][CH2:13][CH2:12]2)[C:6]=1[F:17])=[O:4].C(=O)([O-])[O-].[K+].[K+].I[CH2:27][CH2:28][CH3:29].CS(OC1C=CC=C(C2CCNCC2)C=1F)(=O)=O. Product: [F:19][C:2]([F:1])([F:18])[C:3]([C:5]1[CH:10]=[CH:9][CH:8]=[C:7]([CH:11]2[CH2:16][CH2:15][N:14]([CH2:27][CH2:28][CH3:29])[CH2:13][CH2:12]2)[C:6]=1[F:17])=[O:4]. The catalyst class is: 10. (2) Reactant: [Br:1][C:2]1[CH:11]=[C:6]([C:7]([O:9][CH3:10])=[O:8])[C:5]([OH:12])=[CH:4][CH:3]=1.[CH3:13][C:14](OC(C)=O)=[O:15].CCN(CC)CC. Product: [C:14]([O:12][C:5]1[CH:4]=[CH:3][C:2]([Br:1])=[CH:11][C:6]=1[C:7]([O:9][CH3:10])=[O:8])(=[O:15])[CH3:13]. The catalyst class is: 850. (3) Reactant: [CH2:1]([N:8]1[C:16]2[C:15]3=[N:17][C@H:18]([CH2:20][C:21]4[CH:26]=[CH:25][CH:24]=[CH:23][CH:22]=4)[CH2:19][N:14]3[C:13](=[O:27])[N:12]([CH2:28][CH2:29][CH3:30])[C:11]=2[N:10]=[C:9]1C(OC)=O)[C:2]1[CH:7]=[CH:6][CH:5]=[CH:4][CH:3]=1.[CH3:35][Mg]Br.C([O:40][CH2:41][CH3:42])C. Product: [CH2:1]([N:8]1[C:16]2[C:15]3=[N:17][C@H:18]([CH2:20][C:21]4[CH:22]=[CH:23][CH:24]=[CH:25][CH:26]=4)[CH2:19][N:14]3[C:13](=[O:27])[N:12]([CH2:28][CH2:29][CH3:30])[C:11]=2[N:10]=[C:9]1[C:41]([OH:40])([CH3:42])[CH3:35])[C:2]1[CH:7]=[CH:6][CH:5]=[CH:4][CH:3]=1. The catalyst class is: 7. (4) Reactant: [CH2:1]([O:3][C:4]([C:6]1[S:7][C:8]([C:14]([F:17])([F:16])[F:15])=[C:9]([C:12]#[N:13])[C:10]=1N)=[O:5])[CH3:2].[I:18]C1CC(C(C)C)CCC1(I)C.N(OCCC(C)C)=O. Product: [CH2:1]([O:3][C:4]([C:6]1[S:7][C:8]([C:14]([F:17])([F:16])[F:15])=[C:9]([C:12]#[N:13])[C:10]=1[I:18])=[O:5])[CH3:2]. The catalyst class is: 23. (5) The catalyst class is: 7. Reactant: C(NC(C)C)(C)C.C([Li])CCC.[CH2:13]([N:20]1[CH:25]([C:26]#[N:27])[CH2:24][CH2:23][CH2:22][CH:21]1[C:28]#[N:29])[C:14]1[CH:19]=[CH:18][CH:17]=[CH:16][CH:15]=1.CN(C)P(=O)(N(C)C)N(C)C.Br[CH2:42][C:43]([O:45][C:46]([CH3:49])([CH3:48])[CH3:47])=[O:44]. Product: [CH2:13]([N:20]1[CH:25]([C:26]#[N:27])[CH2:24][CH2:23][CH2:22][C:21]1([CH2:42][C:43]([O:45][C:46]([CH3:49])([CH3:48])[CH3:47])=[O:44])[C:28]#[N:29])[C:14]1[CH:15]=[CH:16][CH:17]=[CH:18][CH:19]=1. (6) Reactant: C[O:2][C:3](=[O:21])[C:4]1[CH:9]=[C:8]([C:10]2[N:11]=[N:12][N:13]([CH3:15])[N:14]=2)[N:7]=[C:6]([NH:16][C@H:17]([CH2:19][CH3:20])[CH3:18])[CH:5]=1.[OH-].[Na+].Cl. Product: [C@@H:17]([NH:16][C:6]1[CH:5]=[C:4]([CH:9]=[C:8]([C:10]2[N:11]=[N:12][N:13]([CH3:15])[N:14]=2)[N:7]=1)[C:3]([OH:21])=[O:2])([CH2:19][CH3:20])[CH3:18]. The catalyst class is: 5. (7) Reactant: Cl[C:2]1[C:3]2[C:13](=[O:14])[CH:12]([C:15]([O:17][CH2:18][CH3:19])=[O:16])[CH2:11][N:10]([C:20]3[CH:25]=[CH:24][CH:23]=[CH:22][CH:21]=3)[C:4]=2[N:5]=[C:6]([S:8][CH3:9])[N:7]=1.C(N(CC)CC)C.O.[NH2:34][NH2:35]. Product: [NH:34]([C:2]1[C:3]2[C:13](=[O:14])[CH:12]([C:15]([O:17][CH2:18][CH3:19])=[O:16])[CH2:11][N:10]([C:20]3[CH:25]=[CH:24][CH:23]=[CH:22][CH:21]=3)[C:4]=2[N:5]=[C:6]([S:8][CH3:9])[N:7]=1)[NH2:35]. The catalyst class is: 12. (8) Product: [C:40]([O:44][C:20](=[O:30])[NH:17][C:5]1[C:6]2[N:7]([N:8]=[CH:9][CH:10]=2)[C:2]([I:1])=[CH:3][CH:4]=1)([CH3:43])([CH3:42])[CH3:41]. The catalyst class is: 11. Reactant: [I:1][C:2]1[N:7]2[N:8]=[CH:9][CH:10]=[C:6]2[C:5](C(O)=O)=[CH:4][CH:3]=1.C([N:17]([CH:20](C)C)CC)(C)C.C1(P(N=[N+]=[N-])(C2C=CC=CC=2)=[O:30])C=CC=CC=1.[C:40]([OH:44])([CH3:43])([CH3:42])[CH3:41]. (9) Reactant: [C:1]([C:3](=[CH:10][NH:11][C:12]1[CH:17]=[CH:16][CH:15]=[C:14]([C:18]([F:21])([F:20])[F:19])[CH:13]=1)[C:4]([NH:6][C:7](=O)[O-:8])=[O:5])#[N:2].C(N(CC)CC)C. Product: [O:8]=[C:7]1[NH:6][C:4](=[O:5])[C:3]([C:1]#[N:2])=[CH:10][N:11]1[C:12]1[CH:17]=[CH:16][CH:15]=[C:14]([C:18]([F:21])([F:20])[F:19])[CH:13]=1. The catalyst class is: 10. (10) Reactant: [OH-:1].[Na+].[NH2:3]O.Cl.[F:6][C:7]([F:18])([F:17])[O:8][C:9]1[CH:16]=[CH:15][CH:14]=[CH:13][C:10]=1[CH:11]=O. Product: [F:6][C:7]([F:18])([F:17])[O:8][C:9]1[CH:16]=[CH:15][CH:14]=[CH:13][C:10]=1/[CH:11]=[N:3]/[OH:1]. The catalyst class is: 97.